This data is from Reaction yield outcomes from USPTO patents with 853,638 reactions. The task is: Predict the reaction yield, written as a fraction of the theoretical maximum amount of product (1.0 means a 100% yield; for example, 0.34 means a 34% yield). (1) The reactants are [F:1][C:2]([F:19])([F:18])[C:3]1[CH:8]=[CH:7][C:6]([C:9](=O)[CH2:10][C:11](=O)[C:12]([F:15])([F:14])[F:13])=[CH:5][CH:4]=1.[NH2:20][C:21]1[C:25]([C:26]2[CH:31]=[CH:30][N:29]=[CH:28][CH:27]=2)=[CH:24][NH:23][N:22]=1. No catalyst specified. The product is [F:1][C:2]([F:19])([F:18])[C:3]1[CH:8]=[CH:7][C:6]([C:9]2[CH:10]=[C:11]([C:12]([F:15])([F:14])[F:13])[N:22]3[N:23]=[CH:24][C:25]([C:26]4[CH:31]=[CH:30][N:29]=[CH:28][CH:27]=4)=[C:21]3[N:20]=2)=[CH:5][CH:4]=1. The yield is 0.460. (2) The reactants are [C:1]1([S:7](Cl)(=[O:9])=[O:8])[CH:6]=[CH:5][CH:4]=[CH:3][CH:2]=1.[NH2:11][C:12]1[CH:13]=[CH:14][C:15]([O:18][C:19](=[O:28])[N:20]([CH3:27])[C:21]2[CH:26]=[CH:25][CH:24]=[CH:23][CH:22]=2)=[N:16][CH:17]=1.C(N(CC)CC)C. The catalyst is ClCCl. The product is [C:1]1([S:7]([NH:11][C:12]2[CH:13]=[CH:14][C:15]([O:18][C:19](=[O:28])[N:20]([CH3:27])[C:21]3[CH:26]=[CH:25][CH:24]=[CH:23][CH:22]=3)=[N:16][CH:17]=2)(=[O:9])=[O:8])[CH:6]=[CH:5][CH:4]=[CH:3][CH:2]=1. The yield is 0.230. (3) The reactants are [NH2:1][C:2]1[CH:7]=[CH:6][CH:5]=[CH:4][C:3]=1[NH:8][C:9](=[O:29])[CH:10]=[CH:11][C:12]([CH3:28])=[CH:13][CH:14]([CH3:27])[CH:15]([O:25]C)[C:16]1[CH:21]=[CH:20][C:19]([N:22]([CH3:24])[CH3:23])=[CH:18][CH:17]=1.ClC1C(=O)C(C#N)=C(C#N)C(=O)C=1Cl. The catalyst is C1C=CC=CC=1.C(OCC)(=O)C. The product is [NH2:1][C:2]1[CH:7]=[CH:6][CH:5]=[CH:4][C:3]=1[NH:8][C:9](=[O:29])[CH:10]=[CH:11][C:12]([CH3:28])=[CH:13][CH:14]([C:15](=[O:25])[C:16]1[CH:17]=[CH:18][C:19]([N:22]([CH3:24])[CH3:23])=[CH:20][CH:21]=1)[CH3:27]. The yield is 0.0700. (4) The reactants are [N:1]1[CH:6]=[CH:5][C:4]([CH2:7][C:8]([C:10]2[CH:11]=[C:12]([CH:15]=[CH:16][CH:17]=2)[C:13]#[N:14])=[O:9])=[CH:3][CH:2]=1.C(=O)([O-])[O-].[K+].[K+].[C:24](=[S:26])=[S:25].Br[CH2:28]Br. The product is [S:25]1[CH2:28][S:26][C:24]1=[C:7]([C:4]1[CH:5]=[CH:6][N:1]=[CH:2][CH:3]=1)[C:8]([C:10]1[CH:11]=[C:12]([CH:15]=[CH:16][CH:17]=1)[C:13]#[N:14])=[O:9]. The yield is 0.580. The catalyst is CS(C)=O.O. (5) The reactants are [CH3:1][O:2][CH2:3][C@H:4]1[N:8]([C:9]([O:11][C:12]([CH3:15])(C)C)=[O:10])[CH2:7][C@@H:6]([C:16](O)=O)[CH2:5]1.C([O-])([O-])=O.[Cs+].[Cs+].[CH2:25](Br)[C:26]1C=C[CH:29]=[CH:28][CH:27]=1.C[N:34](C=O)C. No catalyst specified. The product is [CH3:1][O:2][CH2:3][C@H:4]1[N:8]([C:9]([O:11][CH2:12][C:15]2[CH:29]=[CH:28][CH:27]=[CH:26][CH:25]=2)=[O:10])[CH2:7][C@@H:6]([C:16]#[N:34])[CH2:5]1. The yield is 0.850. (6) The reactants are [C:1](O)([C:3](F)(F)F)=[O:2].N1C2C(=NC=CC=2)N(N2C(/C=[C:23]3\[C:24](=[O:33])[NH:25][C:26]4[C:31]\3=CC(F)=CC=4)=C(C)C(C([O-])=O)=C2C)N=1.CC[N:41](C(C)C)C(C)C. The catalyst is C(Cl)Cl.CN(C=O)C. The product is [NH2:41][C@H:23]1[CH2:31][CH2:26][N:25]([CH2:3][CH2:1][OH:2])[C:24]1=[O:33]. The yield is 0.792. (7) The reactants are [CH2:1]([O:8][C:9]1[CH:14]=[CH:13][C:12]([CH2:15][C:16](Cl)=[N:17][OH:18])=[CH:11][CH:10]=1)[C:2]1[CH:7]=[CH:6][CH:5]=[CH:4][CH:3]=1.[C:20]([C:22]1[C:23]([NH2:29])=[N:24][C:25]([NH2:28])=[CH:26][CH:27]=1)#[CH:21].C(N(CC)CC)C. The catalyst is O1CCCC1. The yield is 0.270. The product is [CH2:1]([O:8][C:9]1[CH:14]=[CH:13][C:12]([CH2:15][C:16]2[CH:21]=[C:20]([C:22]3[C:23]([NH2:29])=[N:24][C:25]([NH2:28])=[CH:26][CH:27]=3)[O:18][N:17]=2)=[CH:11][CH:10]=1)[C:2]1[CH:7]=[CH:6][CH:5]=[CH:4][CH:3]=1. (8) The reactants are [Br:1][C:2]1[C:11]([CH:12]([CH2:39]O)[CH2:13][N:14]2[CH2:19][CH2:18][CH:17]([N:20]([CH2:28][C:29]3[N:34]=[CH:33][C:32]4[O:35][CH2:36][CH2:37][O:38][C:31]=4[CH:30]=3)[C:21](=[O:27])[O:22][C:23]([CH3:26])([CH3:25])[CH3:24])[CH2:16][CH2:15]2)=[C:10]2[C:5]([CH:6]=[CH:7][C:8]([O:41]C)=[N:9]2)=[CH:4][CH:3]=1.C(N(C(C)C)CC)(C)C.CS(OS(C)(=O)=O)(=O)=O. The catalyst is C(Cl)(Cl)Cl. The product is [Br:1][C:2]1[C:11]2[CH:12]([CH2:13][N:14]3[CH2:19][CH2:18][CH:17]([N:20]([CH2:28][C:29]4[N:34]=[CH:33][C:32]5[O:35][CH2:36][CH2:37][O:38][C:31]=5[CH:30]=4)[C:21](=[O:27])[O:22][C:23]([CH3:25])([CH3:26])[CH3:24])[CH2:16][CH2:15]3)[CH2:39][N:9]3[C:10]=2[C:5]([CH:6]=[CH:7][C:8]3=[O:41])=[CH:4][CH:3]=1. The yield is 0.580. (9) The reactants are Br[C:2]1[CH:8]=[CH:7][C:5]([NH2:6])=[C:4]([O:9][CH3:10])[C:3]=1[F:11].CC([O-])=O.[K+].[B:17]1([B:17]2[O:21][C:20]([CH3:23])([CH3:22])[C:19]([CH3:25])([CH3:24])[O:18]2)[O:21][C:20]([CH3:23])([CH3:22])[C:19]([CH3:25])([CH3:24])[O:18]1. The catalyst is O1CCOCC1. The product is [F:11][C:3]1[C:4]([O:9][CH3:10])=[C:5]([CH:7]=[CH:8][C:2]=1[B:17]1[O:21][C:20]([CH3:23])([CH3:22])[C:19]([CH3:25])([CH3:24])[O:18]1)[NH2:6]. The yield is 0.460. (10) The reactants are [Cl:1][C:2]1[N:3]=[C:4]([C:9]([NH:11][C@H:12]2[CH2:17][CH2:16][N:15]([C:18]3[S:19][C:20]([C:26]([O:28][CH2:29][CH3:30])=[O:27])=[C:21]([C:23](O)=[O:24])[N:22]=3)[CH2:14][C@H:13]2[O:31][CH2:32][CH3:33])=[O:10])[NH:5][C:6]=1[CH2:7][CH3:8].[NH2:34][CH:35]([CH3:38])[CH2:36][OH:37].CCN=C=NCCCN(C)C.Cl.ON1C2C=CC=CC=2N=N1. No catalyst specified. The product is [Cl:1][C:2]1[N:3]=[C:4]([C:9]([NH:11][C@H:12]2[CH2:17][CH2:16][N:15]([C:18]3[S:19][C:20]([C:26]([O:28][CH2:29][CH3:30])=[O:27])=[C:21]([C:23](=[O:24])[NH:34][CH:35]([CH3:38])[CH2:36][OH:37])[N:22]=3)[CH2:14][C@H:13]2[O:31][CH2:32][CH3:33])=[O:10])[NH:5][C:6]=1[CH2:7][CH3:8]. The yield is 0.650.